Dataset: NCI-60 drug combinations with 297,098 pairs across 59 cell lines. Task: Regression. Given two drug SMILES strings and cell line genomic features, predict the synergy score measuring deviation from expected non-interaction effect. (1) Drug 2: CCC1=C2CN3C(=CC4=C(C3=O)COC(=O)C4(CC)O)C2=NC5=C1C=C(C=C5)O. Cell line: KM12. Synergy scores: CSS=10.9, Synergy_ZIP=-10.1, Synergy_Bliss=-13.3, Synergy_Loewe=-15.6, Synergy_HSA=-9.23. Drug 1: C1=CC(=CC=C1CCC2=CNC3=C2C(=O)NC(=N3)N)C(=O)NC(CCC(=O)O)C(=O)O. (2) Drug 1: C1CC(=O)NC(=O)C1N2C(=O)C3=CC=CC=C3C2=O. Drug 2: C1CCC(C(C1)N)N.C(=O)(C(=O)[O-])[O-].[Pt+4]. Cell line: COLO 205. Synergy scores: CSS=23.1, Synergy_ZIP=-4.01, Synergy_Bliss=-4.12, Synergy_Loewe=-21.8, Synergy_HSA=-4.82. (3) Drug 1: CC1=C(C=C(C=C1)NC(=O)C2=CC=C(C=C2)CN3CCN(CC3)C)NC4=NC=CC(=N4)C5=CN=CC=C5. Drug 2: CC1C(C(CC(O1)OC2CC(CC3=C2C(=C4C(=C3O)C(=O)C5=C(C4=O)C(=CC=C5)OC)O)(C(=O)CO)O)N)O.Cl. Cell line: DU-145. Synergy scores: CSS=41.2, Synergy_ZIP=2.04, Synergy_Bliss=5.03, Synergy_Loewe=-27.1, Synergy_HSA=2.78. (4) Drug 1: C1CC(C1)(C(=O)O)C(=O)O.[NH2-].[NH2-].[Pt+2]. Drug 2: COC1=C2C(=CC3=C1OC=C3)C=CC(=O)O2. Cell line: SW-620. Synergy scores: CSS=15.9, Synergy_ZIP=-2.47, Synergy_Bliss=4.40, Synergy_Loewe=0.385, Synergy_HSA=2.79. (5) Drug 1: CC1CCC2CC(C(=CC=CC=CC(CC(C(=O)C(C(C(=CC(C(=O)CC(OC(=O)C3CCCCN3C(=O)C(=O)C1(O2)O)C(C)CC4CCC(C(C4)OC)O)C)C)O)OC)C)C)C)OC. Drug 2: CCC1(CC2CC(C3=C(CCN(C2)C1)C4=CC=CC=C4N3)(C5=C(C=C6C(=C5)C78CCN9C7C(C=CC9)(C(C(C8N6C)(C(=O)OC)O)OC(=O)C)CC)OC)C(=O)OC)O.OS(=O)(=O)O. Cell line: SF-295. Synergy scores: CSS=-1.25, Synergy_ZIP=0.264, Synergy_Bliss=0.238, Synergy_Loewe=-8.51, Synergy_HSA=-2.77. (6) Drug 1: CC1C(C(CC(O1)OC2CC(CC3=C2C(=C4C(=C3O)C(=O)C5=C(C4=O)C(=CC=C5)OC)O)(C(=O)CO)O)N)O.Cl. Drug 2: C1CCN(CC1)CCOC2=CC=C(C=C2)C(=O)C3=C(SC4=C3C=CC(=C4)O)C5=CC=C(C=C5)O. Cell line: NCIH23. Synergy scores: CSS=4.64, Synergy_ZIP=2.36, Synergy_Bliss=1.56, Synergy_Loewe=-0.348, Synergy_HSA=-0.0781. (7) Drug 1: COC1=CC(=CC(=C1O)OC)C2C3C(COC3=O)C(C4=CC5=C(C=C24)OCO5)OC6C(C(C7C(O6)COC(O7)C8=CC=CS8)O)O. Drug 2: C1=NNC2=C1C(=O)NC=N2. Cell line: RXF 393. Synergy scores: CSS=17.9, Synergy_ZIP=-3.87, Synergy_Bliss=-2.94, Synergy_Loewe=-40.4, Synergy_HSA=-1.19. (8) Drug 1: CC12CCC3C(C1CCC2=O)CC(=C)C4=CC(=O)C=CC34C. Drug 2: CCC1=C2CN3C(=CC4=C(C3=O)COC(=O)C4(CC)O)C2=NC5=C1C=C(C=C5)O. Cell line: MDA-MB-435. Synergy scores: CSS=35.4, Synergy_ZIP=-0.107, Synergy_Bliss=5.00, Synergy_Loewe=-11.7, Synergy_HSA=3.18. (9) Drug 1: C1C(C(OC1N2C=C(C(=O)NC2=O)F)CO)O. Drug 2: CC1CCC2CC(C(=CC=CC=CC(CC(C(=O)C(C(C(=CC(C(=O)CC(OC(=O)C3CCCCN3C(=O)C(=O)C1(O2)O)C(C)CC4CCC(C(C4)OC)OCCO)C)C)O)OC)C)C)C)OC. Cell line: RXF 393. Synergy scores: CSS=-3.19, Synergy_ZIP=4.26, Synergy_Bliss=8.64, Synergy_Loewe=-9.08, Synergy_HSA=-3.06.